From a dataset of Full USPTO retrosynthesis dataset with 1.9M reactions from patents (1976-2016). Predict the reactants needed to synthesize the given product. (1) Given the product [N:20]1([C:2]2[C:10]3[C:5](=[CH:6][CH:7]=[C:8]([N+:11]([O-:13])=[O:12])[CH:9]=3)[NH:4][N:3]=2)[CH2:25][CH2:24][O:23][CH2:22][CH2:21]1, predict the reactants needed to synthesize it. The reactants are: Br[C:2]1[C:10]2[C:5](=[CH:6][CH:7]=[C:8]([N+:11]([O-:13])=[O:12])[CH:9]=2)[NH:4][N:3]=1.C(OC(=O)C)C.[NH:20]1[CH2:25][CH2:24][O:23][CH2:22][CH2:21]1. (2) Given the product [C:6]([C:9]1[C:17]2[C:12](=[CH:13][C:14]([P:18](=[O:22])([OH:25])[O:19][CH2:20][CH3:21])=[CH:15][CH:16]=2)[N:11]([CH2:26][C:27]([N:29]2[CH2:33][C@H:32]([F:34])[CH2:31][C@H:30]2[C:35](=[O:46])[NH:36][CH2:37][C:38]2[CH:43]=[CH:42][CH:41]=[C:40]([Cl:44])[C:39]=2[F:45])=[O:28])[CH:10]=1)(=[O:8])[CH3:7], predict the reactants needed to synthesize it. The reactants are: Br[Si](C)(C)C.[C:6]([C:9]1[C:17]2[C:12](=[CH:13][C:14]([P:18](=[O:25])([O:22]CC)[O:19][CH2:20][CH3:21])=[CH:15][CH:16]=2)[N:11]([CH2:26][C:27]([N:29]2[CH2:33][C@H:32]([F:34])[CH2:31][C@H:30]2[C:35](=[O:46])[NH:36][CH2:37][C:38]2[CH:43]=[CH:42][CH:41]=[C:40]([Cl:44])[C:39]=2[F:45])=[O:28])[CH:10]=1)(=[O:8])[CH3:7].P(=O)([O-])OCC. (3) Given the product [CH3:1][O:2][C:3]1[CH:4]=[C:5]2[C:9](=[CH:10][CH:11]=1)[NH:8][CH:7]=[C:6]2[CH2:12][CH2:13][N:14]1[CH:18]=[C:17]([NH2:19])[N:16]=[CH:15]1.[CH3:1][O:2][C:3]1[CH:4]=[C:5]2[C:9](=[CH:10][CH:11]=1)[NH:8][CH:7]=[C:6]2[CH2:12][CH2:13][N:14]1[C:18]([NH2:22])=[CH:17][N:16]=[CH:15]1, predict the reactants needed to synthesize it. The reactants are: [CH3:1][O:2][C:3]1[CH:4]=[C:5]2[C:9](=[CH:10][CH:11]=1)[NH:8][CH:7]=[C:6]2[CH2:12][CH2:13][N:14]1[CH:18]=[C:17]([N+:19]([O-])=O)[N:16]=[CH:15]1.[NH4+:22].[Cl-]. (4) Given the product [Br:1][C:2]1[CH:19]=[CH:18][CH:17]=[CH:16][C:3]=1[O:4][CH2:5][C:6]1[CH:15]=[CH:14][C:9]([C:10]([OH:12])=[O:11])=[CH:8][CH:7]=1, predict the reactants needed to synthesize it. The reactants are: [Br:1][C:2]1[CH:19]=[CH:18][CH:17]=[CH:16][C:3]=1[O:4][CH2:5][C:6]1[CH:15]=[CH:14][C:9]([C:10]([O:12]C)=[O:11])=[CH:8][CH:7]=1.[OH-].[Na+].CO. (5) Given the product [F:37][C:34]1[CH:33]=[CH:32][C:31]([C:24]2[C:23]([C:9]3[CH:14]=[CH:13][N:12]=[C:11]([NH:15][C:16]([CH:18]4[CH2:19][CH2:20]4)=[O:17])[CH:10]=3)=[C:27]3[O:28][CH2:29][CH2:30][N:26]3[N:25]=2)=[CH:36][CH:35]=1, predict the reactants needed to synthesize it. The reactants are: CC1(C)C(C)(C)OB([C:9]2[CH:14]=[CH:13][N:12]=[C:11]([NH:15][C:16]([CH:18]3[CH2:20][CH2:19]3)=[O:17])[CH:10]=2)O1.Br[C:23]1[C:24]([C:31]2[CH:36]=[CH:35][C:34]([F:37])=[CH:33][CH:32]=2)=[N:25][N:26]2[CH2:30][CH2:29][O:28][C:27]=12.C(=O)([O-])[O-].[Na+].[Na+]. (6) Given the product [CH2:21]([NH:20][C:18]([NH:17][C:13]1[CH:14]=[CH:15][CH:16]=[C:11]([C:8]2[N:5]3[CH:6]=[CH:7][C:2]([C:27]4[CH:26]=[N:25][N:24]([CH3:23])[CH:28]=4)=[CH:3][C:4]3=[N:10][CH:9]=2)[CH:12]=1)=[O:19])[CH3:22], predict the reactants needed to synthesize it. The reactants are: Cl[C:2]1[CH:7]=[CH:6][N:5]2[C:8]([C:11]3[CH:12]=[C:13]([NH:17][C:18]([NH:20][CH2:21][CH3:22])=[O:19])[CH:14]=[CH:15][CH:16]=3)=[CH:9][N:10]=[C:4]2[CH:3]=1.[CH3:23][N:24]1[CH:28]=[C:27](B2OC(C)(C)C(C)(C)O2)[CH:26]=[N:25]1.C(=O)([O-])[O-].[K+].[K+]. (7) The reactants are: F[CH:2](F)[C:3]1[CH:4]=[C:5]([C:9]2[NH:10][C:11]3[CH:17]=[C:16]([NH:18][C:19]4[S:20][CH:21]=[C:22](C5C=NC=CC=5)[N:23]=4)[C:15]([CH3:30])=[CH:14][C:12]=3[N:13]=2)[CH:6]=[CH:7][CH:8]=1.[CH3:32][C:33]1C=C([CH:38]=[CH:39][CH:40]=1)C=O.S(=O)(O)[O-].[Na+].C[N:47](C=O)C. Given the product [CH3:30][C:15]1[C:16]([NH:18][C:19]2[S:20][CH:21]=[C:22]([C:40]3[CH:39]=[CH:38][N:47]=[CH:32][CH:33]=3)[N:23]=2)=[CH:17][C:11]2[NH:10][C:9]([C:5]3[CH:4]=[C:3]([CH3:2])[CH:8]=[CH:7][CH:6]=3)=[N:13][C:12]=2[CH:14]=1, predict the reactants needed to synthesize it. (8) Given the product [ClH:41].[ClH:41].[O:1]1[C@@H:13]2[C@@:14]34[CH2:16][CH2:17][N:18]([CH3:19])[C@@H:8]([C@:9]3([O:38][CH3:39])[CH2:10][CH2:11][C@H:12]2[NH:20][C:21]([NH2:23])=[NH:22])[CH2:7][C:6]2=[C:15]4[C:2]1=[C:3]([OH:40])[CH:4]=[CH:5]2, predict the reactants needed to synthesize it. The reactants are: [O:1]1[C@@H:13]2[C@@:14]34[CH2:16][CH2:17][N:18]([CH3:19])[C@@H:8]([C@:9]3([O:38][CH3:39])[CH2:10][CH2:11][C@H:12]2[N:20](C(OC(C)(C)C)=O)[C:21]([NH:23]C(OC(C)(C)C)=O)=[NH:22])[CH2:7][C:6]2=[C:15]4[C:2]1=[C:3]([OH:40])[CH:4]=[CH:5]2.[ClH:41]. (9) Given the product [Cl:26][C:18]1[CH:19]=[C:20]2[C:15](=[CH:16][C:17]=1[CH3:27])[O:14][C:11]1([CH2:10][CH2:9][NH:8][CH2:13][CH2:12]1)[CH2:22][C:21]2=[O:23], predict the reactants needed to synthesize it. The reactants are: C([N:8]1[CH2:13][CH2:12][C:11]2([CH2:22][C:21](=[O:23])[C:20]3[C:15](=[CH:16][CH:17]=[C:18](OC)[CH:19]=3)[O:14]2)[CH2:10][CH2:9]1)(OC(C)(C)C)=O.[ClH:26].[CH3:27]O. (10) Given the product [Cl:31][C:8]1[C:7]([CH3:14])=[N:6][C:5]2[C:10](=[CH:11][CH:12]=[C:3]([O:2][CH3:1])[CH:4]=2)[N:9]=1, predict the reactants needed to synthesize it. The reactants are: [CH3:1][O:2][C:3]1[CH:4]=[C:5]2[C:10](=[CH:11][CH:12]=1)[NH:9][C:8](=O)[C:7]([CH3:14])=[N:6]2.COC1C=C2C(N=C(C)C(=O)N2)=CC=1.O=P(Cl)(Cl)[Cl:31].